Dataset: Catalyst prediction with 721,799 reactions and 888 catalyst types from USPTO. Task: Predict which catalyst facilitates the given reaction. (1) Reactant: [CH:1]1([C:4]2[C:5]([O:13][CH2:14][C:15]([F:18])([F:17])[F:16])=[CH:6][C:7]([C:10]([OH:12])=O)=[N:8][CH:9]=2)[CH2:3][CH2:2]1.C(N(CC)CC)C.CN(C(ON1N=NC2C=CC=CC1=2)=[N+](C)C)C.[B-](F)(F)(F)F.[CH2:48]([O:55][CH2:56][C:57]([C:60]1[N:64]=[C:63]([CH3:65])[O:62][N:61]=1)([NH2:59])[CH3:58])[C:49]1[CH:54]=[CH:53][CH:52]=[CH:51][CH:50]=1. Product: [CH:1]1([C:4]2[C:5]([O:13][CH2:14][C:15]([F:18])([F:17])[F:16])=[CH:6][C:7]([C:10]([NH:59][C:57]([C:60]3[N:64]=[C:63]([CH3:65])[O:62][N:61]=3)([CH3:58])[CH2:56][O:55][CH2:48][C:49]3[CH:54]=[CH:53][CH:52]=[CH:51][CH:50]=3)=[O:12])=[N:8][CH:9]=2)[CH2:2][CH2:3]1. The catalyst class is: 3. (2) Reactant: [Cl:1][C:2]1[C:11]([CH2:12][NH:13][CH:14]2[CH2:19][CH2:18][N:17]([CH2:20][CH2:21][N:22]3[C:31]4[C:26](=[CH:27][CH:28]=[C:29]([O:32][CH3:33])[CH:30]=4)[N:25]=[CH:24][C:23]3=[O:34])[CH2:16][CH2:15]2)=[N:10][C:9]2[NH:8][C:7](=[O:35])[CH2:6][S:5][C:4]=2[CH:3]=1.Cl.C(OCC)(=O)C. Product: [ClH:1].[Cl:1][C:2]1[C:11]([CH2:12][NH:13][CH:14]2[CH2:19][CH2:18][N:17]([CH2:20][CH2:21][N:22]3[C:31]4[C:26](=[CH:27][CH:28]=[C:29]([O:32][CH3:33])[CH:30]=4)[N:25]=[CH:24][C:23]3=[O:34])[CH2:16][CH2:15]2)=[N:10][C:9]2[NH:8][C:7](=[O:35])[CH2:6][S:5][C:4]=2[CH:3]=1. The catalyst class is: 13. (3) Reactant: Br[CH2:2][C:3]([O:5][CH3:6])=[O:4].FC(F)(F)C(O)=O.[CH3:14][CH:15]([O:17][C:18]1[CH:25]=[CH:24][C:23]([C:26]2[O:30][N:29]=[C:28]([C:31]3[C:32]([CH3:41])=[C:33]4[C:38](=[CH:39][CH:40]=3)[CH2:37][NH:36][CH2:35][CH2:34]4)[N:27]=2)=[CH:22][C:19]=1[C:20]#[N:21])[CH3:16].C(=O)([O-])[O-].[K+].[K+]. Product: [C:20]([C:19]1[CH:22]=[C:23]([C:26]2[O:30][N:29]=[C:28]([C:31]3[C:32]([CH3:41])=[C:33]4[C:38](=[CH:39][CH:40]=3)[CH2:37][N:36]([CH2:2][C:3]([O:5][CH3:6])=[O:4])[CH2:35][CH2:34]4)[N:27]=2)[CH:24]=[CH:25][C:18]=1[O:17][CH:15]([CH3:16])[CH3:14])#[N:21]. The catalyst class is: 10. (4) Reactant: [F:1][C:2]1[CH:7]=[CH:6][C:5]([CH3:8])=[C:4]([N+:9]([O-:11])=[O:10])[CH:3]=1.S(=O)(=O)(O)O.[Br:17]N1C(=O)CCC1=O. Product: [Br:17][C:6]1[CH:7]=[C:2]([F:1])[CH:3]=[C:4]([N+:9]([O-:11])=[O:10])[C:5]=1[CH3:8]. The catalyst class is: 55. (5) Reactant: C[Sn](C)(C)[C:3]1[C:11]2[C:6](=[CH:7][CH:8]=[CH:9][CH:10]=2)[N:5]([C:12]([O:14][C:15]([CH3:18])([CH3:17])[CH3:16])=[O:13])[N:4]=1.[Cl:21][C:22]1[N:27]=[C:26](Cl)[C:25]([Cl:29])=[CH:24][N:23]=1. Product: [Cl:21][C:22]1[N:27]=[C:26]([C:3]2[C:11]3[C:6](=[CH:7][CH:8]=[CH:9][CH:10]=3)[N:5]([C:12]([O:14][C:15]([CH3:18])([CH3:17])[CH3:16])=[O:13])[N:4]=2)[C:25]([Cl:29])=[CH:24][N:23]=1. The catalyst class is: 109.